Predict the reaction yield, written as a fraction of the theoretical maximum amount of product (1.0 means a 100% yield; for example, 0.34 means a 34% yield). From a dataset of Reaction yield outcomes from USPTO patents with 853,638 reactions. (1) The reactants are [CH3:1][O:2][C:3]1[CH:8]=[CH:7][CH:6]=[CH:5][C:4]=1[C:9]1[C:17]2[C:12](=[N:13][CH:14]=[C:15](B3OC(C)(C)C(C)(C)O3)[CH:16]=2)[N:11](S(C2C=CC(C)=CC=2)(=O)=O)[CH:10]=1.[NH2:37][C:38]1[CH:48]=[CH:47][C:46](Br)=[CH:45][C:39]=1[C:40]([N:42]([CH3:44])[CH3:43])=[O:41].C([O-])(O)=O.[Na+]. The yield is 0.110. The catalyst is C(#N)C. The product is [NH2:37][C:38]1[CH:48]=[CH:47][C:46]([C:15]2[CH:16]=[C:17]3[C:9]([C:4]4[CH:5]=[CH:6][CH:7]=[CH:8][C:3]=4[O:2][CH3:1])=[CH:10][NH:11][C:12]3=[N:13][CH:14]=2)=[CH:45][C:39]=1[C:40]([N:42]([CH3:44])[CH3:43])=[O:41]. (2) The reactants are F[C:2]1[C:3]([C:19]2[CH:24]=[CH:23][CH:22]=[CH:21][CH:20]=2)=[C:4]([CH3:18])[C:5]([C:16]#[N:17])=[C:6]2[C:10]=1[O:9][C:8]([N:11]1[CH2:14][CH:13]([OH:15])[CH2:12]1)=[N:7]2.[CH3:25][N:26]([CH3:32])[C@H:27]1[CH2:31][CH2:30][NH:29][CH2:28]1.C(N(CC)CC)C. The catalyst is CS(C)=O. The product is [CH3:25][N:26]([CH3:32])[C@H:27]1[CH2:31][CH2:30][N:29]([C:2]2[C:3]([C:19]3[CH:24]=[CH:23][CH:22]=[CH:21][CH:20]=3)=[C:4]([CH3:18])[C:5]([C:16]#[N:17])=[C:6]3[C:10]=2[O:9][C:8]([N:11]2[CH2:14][CH:13]([OH:15])[CH2:12]2)=[N:7]3)[CH2:28]1. The yield is 0.230. (3) The reactants are C([N:5]1[C:10](=[O:11])[C:9]([C:12]([O:14]C)=[O:13])=[CH:8][C:7]([C:16]2[CH:21]=[CH:20][C:19]([C:22](F)(F)F)=[CH:18][CH:17]=2)=[N:6]1)C(C)C.[C:26]1([C:26]2[CH:31]=[CH:30]C=[CH:28][CH:27]=2)[CH:31]=[CH:30]C(C(=O)CC(C(OCC)=O)(O)C(OCC)=O)=[CH:28][CH:27]=1. No catalyst specified. The product is [C:19]1([C:22]2[CH:30]=[CH:31][CH:26]=[CH:27][CH:28]=2)[CH:18]=[CH:17][C:16]([C:7]2[CH:8]=[C:9]([C:12]([OH:14])=[O:13])[C:10](=[O:11])[NH:5][N:6]=2)=[CH:21][CH:20]=1. The yield is 0.902. (4) The reactants are Cl[C:2]1[CH:3]=[CH:4][C:5]([N+:9]([O-:11])=[O:10])=[C:6]([CH:8]=1)[NH2:7].[CH3:12][NH:13][CH2:14][CH2:15][OH:16].C(=O)([O-])[O-].[K+].[K+].O. The catalyst is CN(C)C(=O)C. The product is [NH2:7][C:6]1[CH:8]=[C:2]([N:13]([CH3:12])[CH2:14][CH2:15][OH:16])[CH:3]=[CH:4][C:5]=1[N+:9]([O-:11])=[O:10]. The yield is 0.880. (5) The reactants are I[C:2]1[S:6][C:5]([C:7]2[CH:8]=[C:9]3[C:13](=[CH:14][CH:15]=2)[C:12](=[O:16])[N:11]([CH3:17])[CH2:10]3)=[CH:4][CH:3]=1.[NH2:18][C:19]1[CH:20]=[C:21](B(O)O)[CH:22]=[CH:23][CH:24]=1. The catalyst is C(Cl)Cl.CO. The product is [NH2:18][C:19]1[CH:24]=[C:23]([C:2]2[S:6][C:5]([C:7]3[CH:8]=[C:9]4[C:13](=[CH:14][CH:15]=3)[C:12](=[O:16])[N:11]([CH3:17])[CH2:10]4)=[CH:4][CH:3]=2)[CH:22]=[CH:21][CH:20]=1. The yield is 0.690. (6) The reactants are [CH2:1]1[C:10]2[C:5](=[CH:6][CH:7]=[CH:8][CH:9]=2)[CH2:4][CH2:3][N:2]1[C:11]1[N:12]=C(C#N)[CH:14]=[C:15]2[C:19]([CH3:20])=[C:18]([CH3:21])[N:17]([CH2:22][C:23]3[CH:28]=[CH:27][C:26]([F:29])=[CH:25][CH:24]=3)[C:16]=12.[OH-:32].[K+].Cl.[CH2:35]([OH:37])[CH3:36]. The catalyst is O. The product is [CH2:1]1[C:10]2[C:5](=[CH:6][CH:7]=[CH:8][CH:9]=2)[CH2:4][CH2:3][N:2]1[C:11]1[N:12]=[C:36]([C:35]([OH:32])=[O:37])[CH:14]=[C:15]2[C:19]([CH3:20])=[C:18]([CH3:21])[N:17]([CH2:22][C:23]3[CH:28]=[CH:27][C:26]([F:29])=[CH:25][CH:24]=3)[C:16]=12. The yield is 0.810. (7) The reactants are CC[N:3]([CH:7]([CH3:9])C)[CH:4]([CH3:6])C.C1C=CC2N(O)N=NC=2C=1.CCN=C=NCCCN(C)C.[C:31]1([C:37]2[NH:41][N:40]=[C:39]([C:42]([NH:44][CH2:45][C:46]([OH:48])=O)=[O:43])[CH:38]=2)[CH:36]=[CH:35][CH:34]=[CH:33][CH:32]=1.Cl.[F:50][C:51]1[CH:52]=[C:53]([CH:59]=[C:60]([C:62]([F:65])([F:64])[F:63])[CH:61]=1)[O:54][CH:55]1CNC1.Cl.ClC1C=CC=CC=1OC1CCNCC1. The catalyst is CN(C=O)C. The product is [F:50][C:51]1[CH:52]=[C:53]([CH:59]=[C:60]([C:62]([F:63])([F:64])[F:65])[CH:61]=1)[O:54][CH:55]1[CH2:6][CH2:4][N:3]([C:46](=[O:48])[CH2:45][NH:44][C:42]([C:39]2[CH:38]=[C:37]([C:31]3[CH:32]=[CH:33][CH:34]=[CH:35][CH:36]=3)[NH:41][N:40]=2)=[O:43])[CH2:7][CH2:9]1. The yield is 0.450. (8) The reactants are Br[C:2]1[S:6][C:5]([CH2:7][OH:8])=[N:4][N:3]=1.[F:9][C:10]1[CH:15]=[CH:14][C:13](B(O)O)=[CH:12][CH:11]=1.C([O-])([O-])=O.[Na+].[Na+]. The catalyst is C1(C)C=CC=CC=1.C(O)C.C1C=CC([P]([Pd]([P](C2C=CC=CC=2)(C2C=CC=CC=2)C2C=CC=CC=2)([P](C2C=CC=CC=2)(C2C=CC=CC=2)C2C=CC=CC=2)[P](C2C=CC=CC=2)(C2C=CC=CC=2)C2C=CC=CC=2)(C2C=CC=CC=2)C2C=CC=CC=2)=CC=1. The product is [F:9][C:10]1[CH:15]=[CH:14][C:13]([C:2]2[S:6][C:5]([CH2:7][OH:8])=[N:4][N:3]=2)=[CH:12][CH:11]=1. The yield is 0.650.